Predict the reactants needed to synthesize the given product. From a dataset of Full USPTO retrosynthesis dataset with 1.9M reactions from patents (1976-2016). (1) Given the product [CH3:44][O:45][C:46]1[CH:60]=[CH:59][C:49]([O:50][C:51]2[CH:58]=[CH:57][C:54]([CH2:55][NH:56][C:41]([C:38]3([NH2:37])[CH2:39][CH2:40]3)=[O:43])=[CH:53][CH:52]=2)=[C:48]([C:61]([F:62])([F:63])[F:64])[CH:47]=1, predict the reactants needed to synthesize it. The reactants are: C(N(CC)CC)C.CN(C(ON1N=NC2C=CC=CC1=2)=[N+](C)C)C.[B-](F)(F)(F)F.C(OC([NH:37][C:38]1([C:41]([OH:43])=O)[CH2:40][CH2:39]1)=O)(C)(C)C.[CH3:44][O:45][C:46]1[CH:60]=[CH:59][C:49]([O:50][C:51]2[CH:58]=[CH:57][C:54]([CH2:55][NH2:56])=[CH:53][CH:52]=2)=[C:48]([C:61]([F:64])([F:63])[F:62])[CH:47]=1. (2) The reactants are: [NH:1]1[C:9]2[C:4](=[CH:5][CH:6]=[CH:7][CH:8]=2)[CH:3]=[C:2]1[C:10]([O:12][CH2:13]C)=[O:11].C([O-])([O-])=O.[K+].[K+].CCOCC.CCCCCCC. Given the product [NH:1]1[C:9]2[C:4](=[CH:5][CH:6]=[CH:7][CH:8]=2)[CH:3]=[C:2]1[C:10]([O:12][CH3:13])=[O:11], predict the reactants needed to synthesize it. (3) Given the product [NH2:2][O:3][P:7](=[O:20])([C:14]1[CH:19]=[CH:18][CH:17]=[CH:16][CH:15]=1)[C:8]1[CH:13]=[CH:12][CH:11]=[CH:10][CH:9]=1, predict the reactants needed to synthesize it. The reactants are: Cl.[NH2:2][OH:3].[OH-].[Na+].Cl[P:7](=[O:20])([C:14]1[CH:19]=[CH:18][CH:17]=[CH:16][CH:15]=1)[C:8]1[CH:13]=[CH:12][CH:11]=[CH:10][CH:9]=1. (4) Given the product [CH2:19]([O:21][C:22]1([O:24][CH2:25][CH3:26])[C:9]2=[C:18]3[C:13](=[CH:12][CH:11]=[C:10]2[CH2:23]1)[CH:14]=[CH:15][CH:16]=[CH:17]3)[CH3:20], predict the reactants needed to synthesize it. The reactants are: [NH2-].[Na+].O1CCCC1.Br[C:9]1[C:18]2[C:13](=[CH:14][CH:15]=[CH:16][CH:17]=2)[CH:12]=[CH:11][CH:10]=1.[CH2:19]([O:21][C:22]([O:24][CH2:25][CH3:26])=[CH2:23])[CH3:20]. (5) Given the product [Cl:1][C:2]1[CH:3]=[CH:4][C:5]([O:12][C:13]([F:16])([F:15])[F:14])=[C:6]([S:8]([NH:31][C:27]2[CH:28]=[N:29][CH:30]=[C:25]([C:22]3[CH:21]=[CH:20][C:19]([O:18][CH3:17])=[CH:24][CH:23]=3)[CH:26]=2)(=[O:10])=[O:9])[CH:7]=1, predict the reactants needed to synthesize it. The reactants are: [Cl:1][C:2]1[CH:3]=[CH:4][C:5]([O:12][C:13]([F:16])([F:15])[F:14])=[C:6]([S:8](Cl)(=[O:10])=[O:9])[CH:7]=1.[CH3:17][O:18][C:19]1[CH:24]=[CH:23][C:22]([C:25]2[CH:26]=[C:27]([NH2:31])[CH:28]=[N:29][CH:30]=2)=[CH:21][CH:20]=1. (6) Given the product [CH3:19][C:20]1([CH3:34])[CH2:28][C:27]2[N:26]([C:2]3[CH:9]=[C:8]([NH:10][CH:11]4[CH2:16][CH2:15][CH:14]([OH:17])[CH2:13][CH2:12]4)[C:5]([C:6]#[N:7])=[C:4]([F:18])[CH:3]=3)[N:25]=[C:24]([C:29]([F:32])([F:31])[F:30])[C:23]=2[C:22](=[O:33])[CH2:21]1, predict the reactants needed to synthesize it. The reactants are: Br[C:2]1[CH:9]=[C:8]([NH:10][CH:11]2[CH2:16][CH2:15][CH:14]([OH:17])[CH2:13][CH2:12]2)[C:5]([C:6]#[N:7])=[C:4]([F:18])[CH:3]=1.[CH3:19][C:20]1([CH3:34])[CH2:28][C:27]2[NH:26][N:25]=[C:24]([C:29]([F:32])([F:31])[F:30])[C:23]=2[C:22](=[O:33])[CH2:21]1.C([O-])([O-])=O.[K+].[K+].CNCCNC. (7) Given the product [CH2:7]([O:9][C:10](=[O:19])[CH2:11][C:12]1[CH:13]=[CH:4][C:3]([Br:6])=[N:16][CH:17]=1)[CH3:8], predict the reactants needed to synthesize it. The reactants are: [Br-].[Li+].[C:3]([Br:6])(=O)[CH3:4].[CH2:7]([O:9][C:10](=[O:19])[CH2:11][C:12]1[CH:13]=CC(Cl)=[N:16][CH:17]=1)[CH3:8].[OH-].[Na+].